From a dataset of hERG Central: cardiac toxicity at 1µM, 10µM, and general inhibition. Predict hERG channel inhibition at various concentrations. (1) The drug is O=C(c1ccco1)N1CCN(C(=O)c2ccc(-c3cccc(C(F)(F)F)c3)o2)CC1. Results: hERG_inhib (hERG inhibition (general)): blocker. (2) The molecule is COc1ccc(C(=O)NC(C)c2ccc(-n3ccnc3)cc2)c(OC)c1OC. Results: hERG_inhib (hERG inhibition (general)): blocker.